This data is from Reaction yield outcomes from USPTO patents with 853,638 reactions. The task is: Predict the reaction yield, written as a fraction of the theoretical maximum amount of product (1.0 means a 100% yield; for example, 0.34 means a 34% yield). (1) The reactants are Br[C:2]1[CH:3]=[C:4]([NH:11][C:12]2[CH:17]=[CH:16][C:15]([N:18]3[CH2:23][CH2:22][N:21]([CH:24]4[CH2:27][O:26][CH2:25]4)[CH2:20][C@@H:19]3[CH3:28])=[CH:14][N:13]=2)[C:5]2[N:6]([CH:8]=[CH:9][N:10]=2)[N:7]=1.C([O:32][CH2:33][C:34]1[C:35]([N:49]2[CH2:61][CH2:60][N:52]3[C:53]4[CH2:54][CH2:55][CH2:56][CH2:57][C:58]=4[CH:59]=[C:51]3[C:50]2=[O:62])=[N:36][CH:37]=[CH:38][C:39]=1B1OC(C)(C)C(C)(C)O1)(=O)C.C1(P(C2CCCCC2)C2CCCCC2)CCCCC1.C(=O)([O-])[O-].[Cs+].[Cs+]. The catalyst is O.C1C=CC(/C=C/C(/C=C/C2C=CC=CC=2)=O)=CC=1.C1C=CC(/C=C/C(/C=C/C2C=CC=CC=2)=O)=CC=1.C1C=CC(/C=C/C(/C=C/C2C=CC=CC=2)=O)=CC=1.[Pd].[Pd].O1CCOCC1. The product is [OH:32][CH2:33][C:34]1[C:35]([N:49]2[CH2:61][CH2:60][N:52]3[C:53]4[CH2:54][CH2:55][CH2:56][CH2:57][C:58]=4[CH:59]=[C:51]3[C:50]2=[O:62])=[N:36][CH:37]=[CH:38][C:39]=1[C:2]1[CH:3]=[C:4]([NH:11][C:12]2[CH:17]=[CH:16][C:15]([N:18]3[CH2:23][CH2:22][N:21]([CH:24]4[CH2:25][O:26][CH2:27]4)[CH2:20][C@@H:19]3[CH3:28])=[CH:14][N:13]=2)[C:5]2[N:6]([CH:8]=[CH:9][N:10]=2)[N:7]=1. The yield is 0.130. (2) The reactants are [Cl:1][C:2]1[CH:7]=[CH:6][C:5]([O:8][C:9]2[CH:14]=[CH:13][C:12]([CH:15]=[CH2:16])=[CH:11][CH:10]=2)=[CH:4][C:3]=1[O:17][C:18]([F:21])([F:20])[F:19].B1C2CCCC1CCC2.[OH-:31].[Na+].OO. The catalyst is C1COCC1. The product is [Cl:1][C:2]1[CH:7]=[CH:6][C:5]([O:8][C:9]2[CH:10]=[CH:11][C:12]([CH2:15][CH2:16][OH:31])=[CH:13][CH:14]=2)=[CH:4][C:3]=1[O:17][C:18]([F:20])([F:19])[F:21]. The yield is 0.355. (3) The yield is 0.590. The catalyst is C(Cl)Cl.O. The product is [CH:13]1([NH:12][C:10](=[O:11])[C:9]2[CH:16]=[CH:17][C:18]([CH3:19])=[C:7]([N:6]3[CH:5]=[N:4][C:3]4[C:2]3=[N:1][CH:28]=[N:30][C:20]=4[C:21]3[CH:26]=[CH:25][CH:24]=[CH:23][CH:22]=3)[CH:8]=2)[CH2:15][CH2:14]1. The reactants are [NH2:1][C:2]1[N:6]([C:7]2[CH:8]=[C:9]([CH:16]=[CH:17][C:18]=2[CH3:19])[C:10]([NH:12][CH:13]2[CH2:15][CH2:14]2)=[O:11])[CH:5]=[N:4][C:3]=1[C:20](=O)[C:21]1[CH:26]=[CH:25][CH:24]=[CH:23][CH:22]=1.[CH:28]([NH2:30])=O.C(O)(=O)C.